Dataset: Reaction yield outcomes from USPTO patents with 853,638 reactions. Task: Predict the reaction yield, written as a fraction of the theoretical maximum amount of product (1.0 means a 100% yield; for example, 0.34 means a 34% yield). (1) The reactants are C12(NC3N=C(S(C)=O)C(C(N)=O)=CN=3)CC(C1)C2.Cl.N[C@H]1C[C@@H](O)C(C)(C)CC1.Cl.N[C@@H]1C[C@H](O)C(C)(C)CC1.CCN(C(C)C)C(C)C.[C:50]12([NH:55][C:56]3[N:61]=[C:60]([NH:62][C@@H:63]4[CH2:68][CH2:67][C:66]([CH3:70])([CH3:69])[C@H:65]([OH:71])[CH2:64]4)[C:59]([C:72]([NH2:74])=[O:73])=[CH:58][N:57]=3)[CH2:54][CH:52]([CH2:53]1)[CH2:51]2. The catalyst is CN(C=O)C. The product is [C:50]12([NH:55][C:56]3[N:61]=[C:60]([NH:62][C@H:63]4[CH2:68][CH2:67][C:66]([CH3:69])([CH3:70])[C@@H:65]([OH:71])[CH2:64]4)[C:59]([C:72]([NH2:74])=[O:73])=[CH:58][N:57]=3)[CH2:54][CH:52]([CH2:51]1)[CH2:53]2. The yield is 0.930. (2) The reactants are FC(F)(F)C(O)=O.[CH3:8][C:9]1([CH3:27])[C:13]([CH3:15])([CH3:14])[O:12][B:11]([C:16]2[CH:17]=[CH:18][C:19]3[O:25][CH2:24][CH2:23][N:22]=[CH:21][C:20]=3[CH:26]=2)[O:10]1.Cl[C:29]1[C:34]([CH2:35][C:36]2[CH:41]=[CH:40][C:39]([F:42])=[CH:38][CH:37]=2)=[C:33]([CH3:43])[N:32]=[CH:31][N:30]=1.C(N(CC)C(C)C)(C)C. The catalyst is CN1CCCC1=O. The product is [F:42][C:39]1[CH:38]=[CH:37][C:36]([CH2:35][C:34]2[C:29]([N:22]3[CH2:21][C:20]4[CH:26]=[C:16]([B:11]5[O:10][C:9]([CH3:27])([CH3:8])[C:13]([CH3:14])([CH3:15])[O:12]5)[CH:17]=[CH:18][C:19]=4[O:25][CH2:24][CH2:23]3)=[N:30][CH:31]=[N:32][C:33]=2[CH3:43])=[CH:41][CH:40]=1. The yield is 0.420.